Dataset: Forward reaction prediction with 1.9M reactions from USPTO patents (1976-2016). Task: Predict the product of the given reaction. (1) Given the reactants Br[C:2]1[CH:6]=[CH:5][S:4][C:3]=1[S:7]([N:10]1[CH:14]=[CH:13][CH:12]=[CH:11]1)(=[O:9])=[O:8].[F:15][C:16]1[C:21](B(O)O)=[CH:20][CH:19]=[CH:18][N:17]=1.C(=O)([O-])O.[Na+].COCCOC, predict the reaction product. The product is: [F:15][C:16]1[C:21]([C:2]2[CH:6]=[CH:5][S:4][C:3]=2[S:7]([N:10]2[CH:14]=[CH:13][CH:12]=[CH:11]2)(=[O:9])=[O:8])=[CH:20][CH:19]=[CH:18][N:17]=1. (2) Given the reactants [Br:1][C:2]1[CH:3]=[CH:4][C:5](F)=[C:6](/[C:8](=[N:22]\[OH:23])/[CH:9]2[CH2:14][CH2:13][N:12]([C:15]([O:17][C:18]([CH3:21])([CH3:20])[CH3:19])=[O:16])[CH2:11][CH2:10]2)[CH:7]=1.CC(C)([O-])C.[K+], predict the reaction product. The product is: [Br:1][C:2]1[CH:3]=[CH:4][C:5]2[O:23][N:22]=[C:8]([CH:9]3[CH2:14][CH2:13][N:12]([C:15]([O:17][C:18]([CH3:21])([CH3:20])[CH3:19])=[O:16])[CH2:11][CH2:10]3)[C:6]=2[CH:7]=1. (3) Given the reactants C([Li])(C)(C)C.Br[C:7]1[CH:8]=[C:9]2[C:13](=[CH:14][CH:15]=1)[N:12]([Si:16]([CH:23]([CH3:25])[CH3:24])([CH:20]([CH3:22])[CH3:21])[CH:17]([CH3:19])[CH3:18])[CH:11]=[CH:10]2.[CH3:26][O:27][C:28]([N:30]1[CH2:34][CH2:33][C:32]([CH:41]=[O:42])([C:35]2[CH:40]=[CH:39][CH:38]=[CH:37][CH:36]=2)[CH2:31]1)=[O:29], predict the reaction product. The product is: [CH3:26][O:27][C:28]([N:30]1[CH2:34][CH2:33][C:32]([CH:41]([OH:42])[C:7]2[CH:8]=[C:9]3[C:13](=[CH:14][CH:15]=2)[N:12]([Si:16]([CH:20]([CH3:21])[CH3:22])([CH:23]([CH3:25])[CH3:24])[CH:17]([CH3:19])[CH3:18])[CH:11]=[CH:10]3)([C:35]2[CH:40]=[CH:39][CH:38]=[CH:37][CH:36]=2)[CH2:31]1)=[O:29]. (4) Given the reactants [Cl:1][C:2]1[CH:3]=[C:4]([CH2:9][C:10]([OH:12])=[O:11])[CH:5]=[CH:6][C:7]=1[OH:8].[F:13][C:14]([F:27])([F:26])[S:15](O[S:15]([C:14]([F:27])([F:26])[F:13])(=[O:17])=[O:16])(=[O:17])=[O:16].C(N(CC)CC)C, predict the reaction product. The product is: [Cl:1][C:2]1[CH:3]=[C:4]([CH2:9][C:10]([OH:12])=[O:11])[CH:5]=[CH:6][C:7]=1[O:8][S:15]([C:14]([F:27])([F:26])[F:13])(=[O:17])=[O:16]. (5) Given the reactants [Si:1]([O:8][C@H:9]1[CH2:18][C:17]([CH3:20])([CH3:19])[CH2:16][C:15]2[N:14]=[C:13]([CH:21]([CH3:23])[CH3:22])[C:12]([CH:24]=[O:25])=[C:11]([C:26]3[CH2:31][CH2:30][C:29]([F:33])([F:32])[CH2:28][CH:27]=3)[C:10]1=2)([C:4]([CH3:7])([CH3:6])[CH3:5])([CH3:3])[CH3:2].Br[C:35]1[CH:40]=[CH:39][C:38]([C:41]([F:44])([F:43])[F:42])=[CH:37][N:36]=1, predict the reaction product. The product is: [Si:1]([O:8][C@H:9]1[CH2:18][C:17]([CH3:19])([CH3:20])[CH2:16][C:15]2[N:14]=[C:13]([CH:21]([CH3:23])[CH3:22])[C:12]([C@@H:24]([C:35]3[CH:40]=[CH:39][C:38]([C:41]([F:44])([F:43])[F:42])=[CH:37][N:36]=3)[OH:25])=[C:11]([C:26]3[CH2:31][CH2:30][C:29]([F:33])([F:32])[CH2:28][CH:27]=3)[C:10]1=2)([C:4]([CH3:5])([CH3:6])[CH3:7])([CH3:3])[CH3:2]. (6) Given the reactants Cl.C(N=C=NCCCN(C)C)C.OC1C2N=NNC=2C=CC=1.[NH2:23][C:24]1[C:32](S(CC)(=O)=O)=[CH:31][C:27]([C:28]([OH:30])=O)=[C:26]([O:38][CH3:39])[CH:25]=1.Cl.[CH2:41]([N:43]1[CH2:47][CH2:46][CH2:45][CH:44]1[CH2:48][NH2:49])[CH3:42].C(N(CC)CC)C, predict the reaction product. The product is: [NH2:23][C:24]1[CH:32]=[CH:31][C:27]([C:28]([NH:49][CH2:48][CH:44]2[CH2:45][CH2:46][CH2:47][N:43]2[CH2:41][CH3:42])=[O:30])=[C:26]([O:38][CH3:39])[CH:25]=1. (7) Given the reactants [N+:1]([C:4]1[CH:9]=[CH:8][C:7]([OH:10])=[CH:6][C:5]=1[F:11])([O-])=O, predict the reaction product. The product is: [NH2:1][C:4]1[CH:9]=[CH:8][C:7]([OH:10])=[CH:6][C:5]=1[F:11]. (8) Given the reactants [Cl:1][C:2]1[CH:7]=[CH:6][N:5]=[C:4]([CH:8]([CH2:11][CH3:12])[C:9]#N)[C:3]=1[O:13][CH3:14].CC(C[AlH]CC(C)C)C.C([O:26]CC)C, predict the reaction product. The product is: [Cl:1][C:2]1[CH:7]=[CH:6][N:5]=[C:4]([CH:8]([CH2:11][CH3:12])[CH:9]=[O:26])[C:3]=1[O:13][CH3:14]. (9) Given the reactants [Br:1][C:2]1[CH:3]=[C:4]2[C:9](=[CH:10][CH:11]=1)[N:8]=[C:7]([Cl:12])[CH:6]=[C:5]2[C:13](Cl)=[O:14].[NH2:16][C:17]1[C:18]([C:23]2[CH:28]=[CH:27][CH:26]=[CH:25][CH:24]=2)=[N:19][O:20][C:21]=1[CH3:22], predict the reaction product. The product is: [Br:1][C:2]1[CH:3]=[C:4]2[C:9](=[CH:10][CH:11]=1)[N:8]=[C:7]([Cl:12])[CH:6]=[C:5]2[C:13]([NH:16][C:17]1[C:18]([C:23]2[CH:24]=[CH:25][CH:26]=[CH:27][CH:28]=2)=[N:19][O:20][C:21]=1[CH3:22])=[O:14].